Task: Regression. Given two drug SMILES strings and cell line genomic features, predict the synergy score measuring deviation from expected non-interaction effect.. Dataset: NCI-60 drug combinations with 297,098 pairs across 59 cell lines (1) Cell line: HCT-15. Drug 1: C1=NC2=C(N=C(N=C2N1C3C(C(C(O3)CO)O)F)Cl)N. Drug 2: CNC(=O)C1=NC=CC(=C1)OC2=CC=C(C=C2)NC(=O)NC3=CC(=C(C=C3)Cl)C(F)(F)F. Synergy scores: CSS=7.57, Synergy_ZIP=4.29, Synergy_Bliss=9.45, Synergy_Loewe=-6.38, Synergy_HSA=2.81. (2) Drug 1: C1=CC(=CC=C1C#N)C(C2=CC=C(C=C2)C#N)N3C=NC=N3. Drug 2: CC1C(C(CC(O1)OC2CC(OC(C2O)C)OC3=CC4=CC5=C(C(=O)C(C(C5)C(C(=O)C(C(C)O)O)OC)OC6CC(C(C(O6)C)O)OC7CC(C(C(O7)C)O)OC8CC(C(C(O8)C)O)(C)O)C(=C4C(=C3C)O)O)O)O. Cell line: T-47D. Synergy scores: CSS=42.6, Synergy_ZIP=3.34, Synergy_Bliss=2.78, Synergy_Loewe=-6.52, Synergy_HSA=-1.12. (3) Drug 1: CC1=C(C(CCC1)(C)C)C=CC(=CC=CC(=CC(=O)O)C)C. Drug 2: CC(C)NC(=O)C1=CC=C(C=C1)CNNC.Cl. Cell line: RXF 393. Synergy scores: CSS=-1.52, Synergy_ZIP=-0.587, Synergy_Bliss=-1.74, Synergy_Loewe=-6.73, Synergy_HSA=-3.70. (4) Drug 1: COC1=C(C=C2C(=C1)N=CN=C2NC3=CC(=C(C=C3)F)Cl)OCCCN4CCOCC4. Drug 2: CCC(=C(C1=CC=CC=C1)C2=CC=C(C=C2)OCCN(C)C)C3=CC=CC=C3.C(C(=O)O)C(CC(=O)O)(C(=O)O)O. Cell line: 786-0. Synergy scores: CSS=22.0, Synergy_ZIP=-1.62, Synergy_Bliss=-0.517, Synergy_Loewe=-1.13, Synergy_HSA=1.50. (5) Drug 1: CC1C(C(CC(O1)OC2CC(OC(C2O)C)OC3=CC4=CC5=C(C(=O)C(C(C5)C(C(=O)C(C(C)O)O)OC)OC6CC(C(C(O6)C)O)OC7CC(C(C(O7)C)O)OC8CC(C(C(O8)C)O)(C)O)C(=C4C(=C3C)O)O)O)O. Drug 2: C1=CC=C(C(=C1)C(C2=CC=C(C=C2)Cl)C(Cl)Cl)Cl. Cell line: HOP-92. Synergy scores: CSS=40.5, Synergy_ZIP=4.67, Synergy_Bliss=5.16, Synergy_Loewe=-56.6, Synergy_HSA=1.11. (6) Drug 1: CS(=O)(=O)C1=CC(=C(C=C1)C(=O)NC2=CC(=C(C=C2)Cl)C3=CC=CC=N3)Cl. Drug 2: C1C(C(OC1N2C=NC3=C(N=C(N=C32)Cl)N)CO)O. Cell line: SNB-19. Synergy scores: CSS=2.79, Synergy_ZIP=-2.14, Synergy_Bliss=0.0412, Synergy_Loewe=-6.24, Synergy_HSA=-0.637. (7) Drug 1: C1=NC2=C(N1)C(=S)N=C(N2)N. Drug 2: CCCCC(=O)OCC(=O)C1(CC(C2=C(C1)C(=C3C(=C2O)C(=O)C4=C(C3=O)C=CC=C4OC)O)OC5CC(C(C(O5)C)O)NC(=O)C(F)(F)F)O. Cell line: MDA-MB-435. Synergy scores: CSS=20.5, Synergy_ZIP=-1.27, Synergy_Bliss=2.41, Synergy_Loewe=1.10, Synergy_HSA=1.47. (8) Drug 1: CC1=C(C(=CC=C1)Cl)NC(=O)C2=CN=C(S2)NC3=CC(=NC(=N3)C)N4CCN(CC4)CCO. Drug 2: C1=NC2=C(N1)C(=S)N=CN2. Cell line: NCI-H226. Synergy scores: CSS=16.0, Synergy_ZIP=7.13, Synergy_Bliss=9.92, Synergy_Loewe=-4.65, Synergy_HSA=-0.115. (9) Drug 1: CC1C(C(=O)NC(C(=O)N2CCCC2C(=O)N(CC(=O)N(C(C(=O)O1)C(C)C)C)C)C(C)C)NC(=O)C3=C4C(=C(C=C3)C)OC5=C(C(=O)C(=C(C5=N4)C(=O)NC6C(OC(=O)C(N(C(=O)CN(C(=O)C7CCCN7C(=O)C(NC6=O)C(C)C)C)C)C(C)C)C)N)C. Drug 2: CC(C)NC(=O)C1=CC=C(C=C1)CNNC.Cl. Cell line: UACC-257. Synergy scores: CSS=0.944, Synergy_ZIP=-0.774, Synergy_Bliss=1.88, Synergy_Loewe=-6.08, Synergy_HSA=-1.10. (10) Drug 1: CS(=O)(=O)C1=CC(=C(C=C1)C(=O)NC2=CC(=C(C=C2)Cl)C3=CC=CC=N3)Cl. Drug 2: CC12CCC3C(C1CCC2OP(=O)(O)O)CCC4=C3C=CC(=C4)OC(=O)N(CCCl)CCCl.[Na+]. Cell line: OVCAR-5. Synergy scores: CSS=11.0, Synergy_ZIP=-7.56, Synergy_Bliss=-10.2, Synergy_Loewe=-9.98, Synergy_HSA=-9.32.